This data is from Forward reaction prediction with 1.9M reactions from USPTO patents (1976-2016). The task is: Predict the product of the given reaction. (1) The product is: [NH:8]1[C:9]2[C:14](=[CH:13][CH:12]=[CH:11][CH:10]=2)[C:6]([C:4](=[O:5])[C:3]([C:1]#[N:2])=[CH:17][N:18]([CH3:19])[CH3:20])=[CH:7]1. Given the reactants [C:1]([CH2:3][C:4]([C:6]1[C:14]2[C:9](=[CH:10][CH:11]=[CH:12][CH:13]=2)[NH:8][CH:7]=1)=[O:5])#[N:2].CO[CH:17](OC)[N:18]([CH3:20])[CH3:19], predict the reaction product. (2) Given the reactants [NH2:1][CH:2]1[CH2:7][CH2:6][N:5]([CH2:8][CH2:9][N:10]2[C:19]3[C:14](=[CH:15][CH:16]=[C:17]([O:20][CH3:21])[CH:18]=3)[N:13]=[CH:12][C:11]2=[O:22])[CH2:4][CH2:3]1.[O:23]=[C:24]1[CH2:29][O:28][C:27]2[CH:30]=[CH:31][C:32]([CH:34]=O)=[N:33][C:26]=2[NH:25]1.C(O[BH-](OC(=O)C)OC(=O)C)(=O)C.[Na+], predict the reaction product. The product is: [CH3:21][O:20][C:17]1[CH:18]=[C:19]2[C:14]([N:13]=[CH:12][C:11](=[O:22])[N:10]2[CH2:9][CH2:8][N:5]2[CH2:4][CH2:3][CH:2]([NH:1][CH2:34][C:32]3[CH:31]=[CH:30][C:27]4[O:28][CH2:29][C:24](=[O:23])[NH:25][C:26]=4[N:33]=3)[CH2:7][CH2:6]2)=[CH:15][CH:16]=1. (3) Given the reactants [H-].[Na+].[F:3][C:4]1[C:9]([F:10])=[CH:8][CH:7]=[CH:6][C:5]=1[C@H:11]1[CH2:17][N:16]2[C:18]([CH:21]([OH:26])[C:22]([F:25])([F:24])[F:23])=[CH:19][N:20]=[C:15]2[C@H:14]([NH:27][C:28](=[O:34])[O:29][C:30]([CH3:33])([CH3:32])[CH3:31])[CH2:13][CH2:12]1.I[CH3:36], predict the reaction product. The product is: [F:3][C:4]1[C:9]([F:10])=[CH:8][CH:7]=[CH:6][C:5]=1[C@H:11]1[CH2:17][N:16]2[C:18]([CH:21]([O:26][CH3:36])[C:22]([F:24])([F:23])[F:25])=[CH:19][N:20]=[C:15]2[C@H:14]([NH:27][C:28](=[O:34])[O:29][C:30]([CH3:31])([CH3:33])[CH3:32])[CH2:13][CH2:12]1. (4) Given the reactants [F:1][C:2]1[CH:7]=[CH:6][C:5]([C:8]2[N:16]3[C:11]([CH:12]=[C:13]([CH2:17][N:18]4[CH:22]=[C:21]([C:23]([OH:30])([C:26]([F:29])([F:28])[F:27])[CH2:24][CH3:25])[N:20]=[N:19]4)[CH:14]=[CH:15]3)=[CH:10][C:9]=2[CH:31]=O)=[CH:4][CH:3]=1.[CH2:33]([NH2:35])[CH3:34], predict the reaction product. The product is: [CH2:33]([NH:35][CH2:31][C:9]1[CH:10]=[C:11]2[N:16]([C:8]=1[C:5]1[CH:6]=[CH:7][C:2]([F:1])=[CH:3][CH:4]=1)[CH:15]=[CH:14][C:13]([CH2:17][N:18]1[CH:22]=[C:21]([C:23]([OH:30])([CH2:24][CH3:25])[C:26]([F:27])([F:28])[F:29])[N:20]=[N:19]1)=[CH:12]2)[CH3:34]. (5) Given the reactants Br[C:2]1[CH:3]=[C:4]([N:8]2[C:12]([CH3:13])=[C:11]([C:14]([N:16]3[CH2:20][CH2:19][CH:18]([N:21]([CH2:24][CH3:25])[CH2:22][CH3:23])[CH2:17]3)=[O:15])[C:10]([CH3:26])=[N:9]2)[CH:5]=[CH:6][CH:7]=1.[O:27]1[C:31](B(O)O)=[CH:30][C:29]2[CH:35]=[CH:36][CH:37]=[CH:38][C:28]1=2, predict the reaction product. The product is: [O:27]1[C:28]2[CH:38]=[CH:37][CH:36]=[CH:35][C:29]=2[CH:30]=[C:31]1[C:3]1[CH:2]=[CH:7][CH:6]=[CH:5][C:4]=1[N:8]1[C:12]([CH3:13])=[C:11]([C:14]([N:16]2[CH2:20][CH2:19][CH:18]([N:21]([CH2:22][CH3:23])[CH2:24][CH3:25])[CH2:17]2)=[O:15])[C:10]([CH3:26])=[N:9]1. (6) Given the reactants [C:1]([O:9][C@H:10]1[CH2:15][CH2:14][C@H:13]([OH:16])[CH2:12][C@@H:11]1[C:17]1[N:21]([CH3:22])[N:20]=[CH:19][CH:18]=1)(=[O:8])[C:2]1[CH:7]=[CH:6][CH:5]=[CH:4][CH:3]=1.N1C(C)=CC=CC=1C.FC(F)(F)S(O[Si:37]([C:40]([CH3:43])([CH3:42])[CH3:41])([CH3:39])[CH3:38])(=O)=O.O, predict the reaction product. The product is: [C:1]([O:9][C@H:10]1[CH2:15][CH2:14][C@H:13]([O:16][Si:37]([C:40]([CH3:43])([CH3:42])[CH3:41])([CH3:39])[CH3:38])[CH2:12][C@@H:11]1[C:17]1[N:21]([CH3:22])[N:20]=[CH:19][CH:18]=1)(=[O:8])[C:2]1[CH:3]=[CH:4][CH:5]=[CH:6][CH:7]=1. (7) Given the reactants [C:1]([O:4][C@@H:5]1[C@@H:10]([O:11][C:12](=[O:14])[CH3:13])[C@H:9]([O:15][C:16](=[O:18])[CH3:17])[C@@H:8]([O:19]/[C:20](/[C:29]([O:31][CH2:32]C)=[O:30])=[CH:21]\[C:22]2C=C[CH:25]=[CH:24][C:23]=2F)[O:7][C@H:6]1[CH2:34][O:35][C:36](=[O:38])[CH3:37])(=[O:3])[CH3:2].O=C(CC1[S:47]C=CC=1)C(OC)=O.[H-].[Na+].[Br-].C(O[C@@H]1[C@@H](OC(=O)C)[C@@H](OC(=O)C)[C@@H](COC(=O)C)O[C@@H]1O)(=O)C, predict the reaction product. The product is: [C:1]([O:4][C@H:5]1[C@@H:10]([O:11][C:12](=[O:14])[CH3:13])[C@H:9]([O:15][C:16](=[O:18])[CH3:17])[C@@H:8]([O:19]/[C:20](/[C:29]([O:31][CH3:32])=[O:30])=[CH:21]\[C:22]2[S:47][CH:25]=[CH:24][CH:23]=2)[O:7][C@H:6]1[CH2:34][O:35][C:36](=[O:38])[CH3:37])(=[O:3])[CH3:2]. (8) Given the reactants [C:1]1([C:25]2[CH:30]=[CH:29][CH:28]=[CH:27][CH:26]=2)[CH:6]=[CH:5][C:4]([CH2:7][C@@H:8]([NH:17]C(OC(C)(C)C)=O)[CH2:9][C@:10]([CH2:15][OH:16])([CH3:14])[C:11]([OH:13])=[O:12])=[CH:3][CH:2]=1.C1C=CC2N(O)N=NC=2C=1.CCN=C=NCCCN(C)C.[O:52]1[CH2:55][CH:54](O)[CH2:53]1.CN1CCOCC1.CC#N.Cl.O1CCOCC1, predict the reaction product. The product is: [O:52]1[CH2:55][CH:54]([O:13][C:11](=[O:12])[C@@:10]([CH2:15][OH:16])([CH3:14])[CH2:9][C@H:8]([NH2:17])[CH2:7][C:4]2[CH:5]=[CH:6][C:1]([C:25]3[CH:30]=[CH:29][CH:28]=[CH:27][CH:26]=3)=[CH:2][CH:3]=2)[CH2:53]1.